Dataset: Catalyst prediction with 721,799 reactions and 888 catalyst types from USPTO. Task: Predict which catalyst facilitates the given reaction. (1) Reactant: C([NH:5][S:6]([C:9]1[S:10][C:11]([C:14]2[N:15]=[C:16]([C:19]3[CH:24]=[C:23]([C:25]4[CH:30]=[CH:29][C:28]([C:31]([F:34])([F:33])[F:32])=[CH:27][CH:26]=4)[CH:22]=[C:21]([CH3:35])[N:20]=3)[S:17][CH:18]=2)=[CH:12][CH:13]=1)(=[O:8])=[O:7])(C)(C)C. Product: [CH3:35][C:21]1[N:20]=[C:19]([C:16]2[S:17][CH:18]=[C:14]([C:11]3[S:10][C:9]([S:6]([NH2:5])(=[O:8])=[O:7])=[CH:13][CH:12]=3)[N:15]=2)[CH:24]=[C:23]([C:25]2[CH:30]=[CH:29][C:28]([C:31]([F:34])([F:32])[F:33])=[CH:27][CH:26]=2)[CH:22]=1. The catalyst class is: 67. (2) Reactant: [NH:1]([C:3]1[CH:11]=[CH:10][C:6]([C:7]([OH:9])=[O:8])=[CH:5][CH:4]=1)[NH2:2].[C:12]([CH2:18][C:19]#[N:20])(=O)[C:13]([CH3:16])([CH3:15])[CH3:14]. Product: [NH2:20][C:19]1[N:1]([C:3]2[CH:4]=[CH:5][C:6]([C:7]([OH:9])=[O:8])=[CH:10][CH:11]=2)[N:2]=[C:12]([C:13]([CH3:16])([CH3:15])[CH3:14])[CH:18]=1. The catalyst class is: 11. (3) Reactant: Cl.[NH2:2][CH:3]1[CH:10]2[CH2:11][CH:6]3[CH2:7][CH:8]([CH2:12][CH:4]1[CH2:5]3)[CH2:9]2.[OH-].[Na+].[CH2:15]1[CH2:21][S:18](=[O:20])(=[O:19])[O:17][CH2:16]1. Product: [CH:10]12[CH2:11][CH:6]3[CH2:7][CH:8]([CH2:12][CH:4]([CH2:5]3)[CH:3]1[NH:2][CH2:16][CH2:15][CH2:21][S:18]([OH:20])(=[O:19])=[O:17])[CH2:9]2. The catalyst class is: 90. (4) Reactant: COCCN[S](F)(F)([F:12])NCCOC.[F:15][C:16]1[CH:17]=[C:18]([N:28]2[CH2:32][C@H:31]([CH2:33][N:34]3[CH:38]=[C:37]([CH2:39]O)[N:36]=[N:35]3)[O:30][C:29]2=[O:41])[CH:19]=[CH:20][C:21]=1[N:22]1[CH:26]=[C:25]([CH3:27])[N:24]=[CH:23]1. Product: [F:15][C:16]1[CH:17]=[C:18]([N:28]2[CH2:32][C@H:31]([CH2:33][N:34]3[CH:38]=[C:37]([CH2:39][F:12])[N:36]=[N:35]3)[O:30][C:29]2=[O:41])[CH:19]=[CH:20][C:21]=1[N:22]1[CH:26]=[C:25]([CH3:27])[N:24]=[CH:23]1. The catalyst class is: 4.